From a dataset of Forward reaction prediction with 1.9M reactions from USPTO patents (1976-2016). Predict the product of the given reaction. (1) Given the reactants [H-].[Na+].[N:3]1([CH2:8][CH2:9][OH:10])[CH2:7][CH2:6][CH2:5][CH2:4]1.F[C:12]1[CH:17]=[CH:16][C:15]([C:18]([F:21])([F:20])[F:19])=[CH:14][C:13]=1[N+:22]([O-:24])=[O:23], predict the reaction product. The product is: [N+:22]([C:13]1[CH:14]=[C:15]([C:18]([F:19])([F:20])[F:21])[CH:16]=[CH:17][C:12]=1[O:10][CH2:9][CH2:8][N:3]1[CH2:7][CH2:6][CH2:5][CH2:4]1)([O-:24])=[O:23]. (2) Given the reactants Cl[C:2]1[N:7]=[C:6]([Cl:8])[CH:5]=[C:4]([CH3:9])[N:3]=1.[CH3:10][S:11]([N:14]1[CH2:19][CH2:18][NH:17][CH2:16][CH2:15]1)(=[O:13])=[O:12], predict the reaction product. The product is: [Cl:8][C:6]1[CH:5]=[C:4]([CH3:9])[N:3]=[C:2]([N:17]2[CH2:18][CH2:19][N:14]([S:11]([CH3:10])(=[O:13])=[O:12])[CH2:15][CH2:16]2)[N:7]=1. (3) Given the reactants [NH2:1][C:2]([CH3:15])([CH2:5][CH2:6][O:7][CH2:8][C:9]1[CH:14]=[CH:13][CH:12]=[CH:11][CH:10]=1)[C:3]#[N:4].[H-].[Al+3].[Li+].[H-].[H-].[H-].O.[OH-].[Na+], predict the reaction product. The product is: [CH2:8]([O:7][CH2:6][CH2:5][C:2]([CH3:15])([NH2:1])[CH2:3][NH2:4])[C:9]1[CH:14]=[CH:13][CH:12]=[CH:11][CH:10]=1. (4) Given the reactants C(=O)(O)[O-].[K+].[F:6][C:7]1[CH:8]=[C:9]2[C:14](=[CH:15][C:16]=1[N:17]1[CH2:22][CH2:21][NH:20][CH2:19][CH2:18]1)[N:13]1[CH:23]([CH3:25])[S:24][C:12]1=[C:11]([C:26]([OH:28])=[O:27])[C:10]2=[O:29].Br[CH2:31][C:32]1[O:33][C:34](=[O:38])[O:35][C:36]=1[CH3:37], predict the reaction product. The product is: [CH3:25][CH:23]1[S:24][C:12]2[N:13]1[C:14]1[CH:15]=[C:16]([N:17]3[CH2:22][CH2:21][N:20]([CH2:37][C:36]4[O:35][C:34](=[O:38])[O:33][C:32]=4[CH3:31])[CH2:19][CH2:18]3)[C:7]([F:6])=[CH:8][C:9]=1[C:10]([C:11]=2[C:26]([OH:28])=[O:27])=[O:29].